This data is from Forward reaction prediction with 1.9M reactions from USPTO patents (1976-2016). The task is: Predict the product of the given reaction. (1) Given the reactants [NH2:1][C:2]1[C:18]([F:19])=[C:17]([F:20])[C:16]([F:21])=[C:15]([F:22])[C:3]=1[C:4]([NH:6][O:7][CH2:8][C:9]1[CH:14]=[CH:13][CH:12]=[CH:11][CH:10]=1)=[O:5].[C:23](Cl)(Cl)=[O:24], predict the reaction product. The product is: [CH2:8]([O:7][N:6]1[C:4](=[O:5])[C:3]2[C:2](=[C:18]([F:19])[C:17]([F:20])=[C:16]([F:21])[C:15]=2[F:22])[NH:1][C:23]1=[O:24])[C:9]1[CH:10]=[CH:11][CH:12]=[CH:13][CH:14]=1. (2) Given the reactants ClC1C=C[C:5]2[N:6]([C:8](CNC3N=C(N4CCC(C)(O)CC4)C=CN=3)=[C:9](C3C=CC=CC=3)[N:10]=2)[CH:7]=1.[Cl:33][C:34]1[CH:39]=[CH:38][C:37]([C:40]2[N:41]=[C:42]3[CH:47]=[CH:46][CH:45]=[CH:44][N:43]3[C:48]=2[CH2:49][C:50]2[CH:55]=[N:54][CH:53]=[C:52](Cl)[N:51]=2)=[CH:36][CH:35]=1.CN(C)CCN, predict the reaction product. The product is: [Cl:33][C:34]1[CH:39]=[CH:38][C:37]([C:40]2[N:41]=[C:42]3[CH:47]=[CH:46][CH:45]=[CH:44][N:43]3[C:48]=2[CH2:49][C:50]2[N:51]=[C:52]([NH:10][CH2:9][CH2:8][N:6]([CH3:7])[CH3:5])[CH:53]=[N:54][CH:55]=2)=[CH:36][CH:35]=1. (3) The product is: [CH3:1][C@H:2]1[NH:3][CH2:4][CH2:5][N:6]([C:9]2[CH:14]=[CH:13][CH:12]=[CH:11][N:10]=2)[CH2:7]1. Given the reactants [CH3:1][C@@H:2]1[CH2:7][NH:6][CH2:5][CH2:4][NH:3]1.Cl[C:9]1[CH:14]=[CH:13][CH:12]=[CH:11][N:10]=1, predict the reaction product. (4) Given the reactants [N+:1]([O-:15])([O:3][CH2:4][CH:5]([O:11][N+:12]([O-:14])=[O:13])[CH2:6][CH2:7][CH2:8][CH2:9][OH:10])=[O:2].Cl[C:17]([O:19][C:20]1[CH:25]=[CH:24][C:23]([N+:26]([O-:28])=[O:27])=[CH:22][CH:21]=1)=[O:18].N1C=CC=CC=1, predict the reaction product. The product is: [C:17](=[O:18])([O:19][C:20]1[CH:21]=[CH:22][C:23]([N+:26]([O-:28])=[O:27])=[CH:24][CH:25]=1)[O:10][CH2:9][CH2:8][CH2:7][CH2:6][CH:5]([O:11][N+:12]([O-:14])=[O:13])[CH2:4][O:3][N+:1]([O-:15])=[O:2]. (5) Given the reactants [OH:1][CH:2]([C:30]1[O:31][C:32]([CH2:35][O:36][CH3:37])=[N:33][N:34]=1)[CH:3]([NH:6][C:7](=[O:29])[C:8]([CH3:28])([S:18]([CH2:21][C:22]1[CH:27]=[CH:26][CH:25]=[CH:24][CH:23]=1)(=[O:20])=[O:19])[CH2:9][C:10]([N:12]1[CH2:17][CH2:16][O:15][CH2:14][CH2:13]1)=[O:11])[CH2:4][CH3:5].CC(OI1(OC(C)=O)(OC(C)=O)OC(=O)C2C=CC=CC1=2)=O.[O-]S([O-])(=S)=O.[Na+].[Na+].C([O-])(O)=O.[Na+], predict the reaction product. The product is: [CH3:37][O:36][CH2:35][C:32]1[O:31][C:30]([C:2]([CH:3]([NH:6][C:7](=[O:29])[C:8]([CH3:28])([S:18]([CH2:21][C:22]2[CH:23]=[CH:24][CH:25]=[CH:26][CH:27]=2)(=[O:20])=[O:19])[CH2:9][C:10]([N:12]2[CH2:13][CH2:14][O:15][CH2:16][CH2:17]2)=[O:11])[CH2:4][CH3:5])=[O:1])=[N:34][N:33]=1. (6) The product is: [CH2:1]([O:8][C:9]1[CH:10]=[CH:11][C:12]([C:15]2[NH:19][C:18]3[CH:20]=[C:21]([C:23]([O:25][CH2:26][CH3:27])=[O:24])[S:22][C:17]=3[C:16]=2[CH:36]2[CH2:35][CH2:34][CH2:33][CH:32]=[CH:31]2)=[CH:13][CH:14]=1)[C:2]1[CH:7]=[CH:6][CH:5]=[CH:4][CH:3]=1. Given the reactants [CH2:1]([O:8][C:9]1[CH:14]=[CH:13][C:12]([C:15]2[NH:19][C:18]3[CH:20]=[C:21]([C:23]([O:25][CH2:26][CH3:27])=[O:24])[S:22][C:17]=3[CH:16]=2)=[CH:11][CH:10]=1)[C:2]1[CH:7]=[CH:6][CH:5]=[CH:4][CH:3]=1.[H-].[Na+].Br[CH:31]1[CH2:36][CH2:35][CH2:34][CH:33]=[CH:32]1.C(OCC)(=O)C, predict the reaction product. (7) Given the reactants [F:1][C:2]1[C:3]([CH3:18])=[C:4]([CH:8]=[CH:9][C:10]=1[C:11]([F:17])([F:16])[C:12]([F:15])([F:14])[F:13])[C:5]([OH:7])=[O:6].[CH3:19]O.S(=O)(=O)(O)O, predict the reaction product. The product is: [F:1][C:2]1[C:3]([CH3:18])=[C:4]([CH:8]=[CH:9][C:10]=1[C:11]([F:16])([F:17])[C:12]([F:13])([F:14])[F:15])[C:5]([O:7][CH3:19])=[O:6]. (8) Given the reactants Br[C:2]1[CH:7]=[CH:6][C:5]([S:8]([CH2:11][CH2:12][O:13][CH2:14][CH3:15])(=[O:10])=[O:9])=[CH:4][CH:3]=1.[CH3:16][C@@H:17]1[CH2:21][CH2:20][CH2:19][N:18]1[CH2:22][CH2:23][C:24]1[CH:29]=[CH:28][C:27](B(O)O)=[CH:26][CH:25]=1, predict the reaction product. The product is: [CH2:14]([O:13][CH2:12][CH2:11][S:8]([C:5]1[CH:6]=[CH:7][C:2]([C:27]2[CH:26]=[CH:25][C:24]([CH2:23][CH2:22][N:18]3[CH2:19][CH2:20][CH2:21][C@H:17]3[CH3:16])=[CH:29][CH:28]=2)=[CH:3][CH:4]=1)(=[O:10])=[O:9])[CH3:15]. (9) Given the reactants [NH2:1][C:2]1[N:10]=[C:9]([C:11]2[C:19]3[C:14](=[N:15][CH:16]=[CH:17][CH:18]=3)[N:13]([CH2:20][C:21]3[CH:26]=[CH:25][CH:24]=[CH:23][C:22]=3[F:27])[N:12]=2)[N:8]=[C:7]2[C:3]=1[NH:4][C:5](=[O:28])[NH:6]2.CCN(P1(N(C)CCCN1C)=N[C:36]([CH3:39])([CH3:38])[CH3:37])CC.BrCC(C)=C, predict the reaction product. The product is: [NH2:1][C:2]1[N:10]=[C:9]([C:11]2[C:19]3[C:14](=[N:15][CH:16]=[CH:17][CH:18]=3)[N:13]([CH2:20][C:21]3[CH:26]=[CH:25][CH:24]=[CH:23][C:22]=3[F:27])[N:12]=2)[N:8]=[C:7]2[C:3]=1[NH:4][C:5](=[O:28])[N:6]2[CH2:38][C:36]([CH3:39])=[CH2:37].